Task: Regression. Given two drug SMILES strings and cell line genomic features, predict the synergy score measuring deviation from expected non-interaction effect.. Dataset: NCI-60 drug combinations with 297,098 pairs across 59 cell lines (1) Drug 1: CC(CN1CC(=O)NC(=O)C1)N2CC(=O)NC(=O)C2. Drug 2: CC=C1C(=O)NC(C(=O)OC2CC(=O)NC(C(=O)NC(CSSCCC=C2)C(=O)N1)C(C)C)C(C)C. Cell line: RXF 393. Synergy scores: CSS=62.6, Synergy_ZIP=3.68, Synergy_Bliss=3.37, Synergy_Loewe=-23.1, Synergy_HSA=5.46. (2) Drug 1: CC1CCC2CC(C(=CC=CC=CC(CC(C(=O)C(C(C(=CC(C(=O)CC(OC(=O)C3CCCCN3C(=O)C(=O)C1(O2)O)C(C)CC4CCC(C(C4)OC)O)C)C)O)OC)C)C)C)OC. Drug 2: C1CN(P(=O)(OC1)NCCCl)CCCl. Cell line: OVCAR-5. Synergy scores: CSS=14.9, Synergy_ZIP=-4.25, Synergy_Bliss=1.72, Synergy_Loewe=-17.2, Synergy_HSA=0.794.